This data is from NCI-60 drug combinations with 297,098 pairs across 59 cell lines. The task is: Regression. Given two drug SMILES strings and cell line genomic features, predict the synergy score measuring deviation from expected non-interaction effect. (1) Drug 1: C1=CN(C=N1)CC(O)(P(=O)(O)O)P(=O)(O)O. Drug 2: C#CCC(CC1=CN=C2C(=N1)C(=NC(=N2)N)N)C3=CC=C(C=C3)C(=O)NC(CCC(=O)O)C(=O)O. Cell line: LOX IMVI. Synergy scores: CSS=3.11, Synergy_ZIP=-2.81, Synergy_Bliss=-2.97, Synergy_Loewe=-21.5, Synergy_HSA=-5.88. (2) Drug 1: C1CN1C2=NC(=NC(=N2)N3CC3)N4CC4. Drug 2: C1=NC2=C(N1)C(=S)N=CN2. Cell line: SF-295. Synergy scores: CSS=73.4, Synergy_ZIP=-2.31, Synergy_Bliss=-2.23, Synergy_Loewe=0.0870, Synergy_HSA=2.16. (3) Drug 1: CC1=CC2C(CCC3(C2CCC3(C(=O)C)OC(=O)C)C)C4(C1=CC(=O)CC4)C. Drug 2: CC1=C(C=C(C=C1)C(=O)NC2=CC(=CC(=C2)C(F)(F)F)N3C=C(N=C3)C)NC4=NC=CC(=N4)C5=CN=CC=C5. Cell line: MOLT-4. Synergy scores: CSS=5.29, Synergy_ZIP=0.436, Synergy_Bliss=7.40, Synergy_Loewe=0.447, Synergy_HSA=1.05. (4) Drug 1: CN(CCCl)CCCl.Cl. Drug 2: CC1CCCC2(C(O2)CC(NC(=O)CC(C(C(=O)C(C1O)C)(C)C)O)C(=CC3=CSC(=N3)C)C)C. Cell line: SF-295. Synergy scores: CSS=28.4, Synergy_ZIP=-7.05, Synergy_Bliss=-11.1, Synergy_Loewe=-34.1, Synergy_HSA=-11.2. (5) Drug 1: C1=CC(=CC=C1CCCC(=O)O)N(CCCl)CCCl. Drug 2: C1=NC2=C(N=C(N=C2N1C3C(C(C(O3)CO)O)F)Cl)N. Cell line: OVCAR-8. Synergy scores: CSS=31.0, Synergy_ZIP=-7.41, Synergy_Bliss=-9.14, Synergy_Loewe=-15.4, Synergy_HSA=-5.02.